This data is from NCI-60 drug combinations with 297,098 pairs across 59 cell lines. The task is: Regression. Given two drug SMILES strings and cell line genomic features, predict the synergy score measuring deviation from expected non-interaction effect. (1) Drug 1: CC1=C2C(C(=O)C3(C(CC4C(C3C(C(C2(C)C)(CC1OC(=O)C(C(C5=CC=CC=C5)NC(=O)C6=CC=CC=C6)O)O)OC(=O)C7=CC=CC=C7)(CO4)OC(=O)C)O)C)OC(=O)C. Drug 2: CS(=O)(=O)CCNCC1=CC=C(O1)C2=CC3=C(C=C2)N=CN=C3NC4=CC(=C(C=C4)OCC5=CC(=CC=C5)F)Cl. Cell line: OVCAR3. Synergy scores: CSS=60.0, Synergy_ZIP=2.69, Synergy_Bliss=2.74, Synergy_Loewe=4.70, Synergy_HSA=6.11. (2) Drug 1: C1=C(C(=O)NC(=O)N1)F. Drug 2: COCCOC1=C(C=C2C(=C1)C(=NC=N2)NC3=CC=CC(=C3)C#C)OCCOC.Cl. Cell line: OVCAR-8. Synergy scores: CSS=38.4, Synergy_ZIP=-1.46, Synergy_Bliss=-3.13, Synergy_Loewe=-2.69, Synergy_HSA=-1.57. (3) Drug 1: C1=C(C(=O)NC(=O)N1)N(CCCl)CCCl. Drug 2: C1=CC=C(C=C1)NC(=O)CCCCCCC(=O)NO. Cell line: MDA-MB-435. Synergy scores: CSS=22.2, Synergy_ZIP=1.14, Synergy_Bliss=4.73, Synergy_Loewe=-4.64, Synergy_HSA=3.10. (4) Drug 1: CC12CCC(CC1=CCC3C2CCC4(C3CC=C4C5=CN=CC=C5)C)O. Drug 2: C1=CN(C(=O)N=C1N)C2C(C(C(O2)CO)O)O.Cl. Cell line: MDA-MB-231. Synergy scores: CSS=27.8, Synergy_ZIP=-8.56, Synergy_Bliss=-0.479, Synergy_Loewe=-14.8, Synergy_HSA=1.34. (5) Drug 1: C1CN1P(=S)(N2CC2)N3CC3. Drug 2: CC1=C2C(C(=O)C3(C(CC4C(C3C(C(C2(C)C)(CC1OC(=O)C(C(C5=CC=CC=C5)NC(=O)C6=CC=CC=C6)O)O)OC(=O)C7=CC=CC=C7)(CO4)OC(=O)C)O)C)OC(=O)C. Cell line: NCI-H460. Synergy scores: CSS=39.3, Synergy_ZIP=6.54, Synergy_Bliss=6.14, Synergy_Loewe=0.510, Synergy_HSA=5.47. (6) Drug 1: CC12CCC3C(C1CCC2=O)CC(=C)C4=CC(=O)C=CC34C. Drug 2: CC(C)CN1C=NC2=C1C3=CC=CC=C3N=C2N. Cell line: MDA-MB-435. Synergy scores: CSS=45.3, Synergy_ZIP=2.07, Synergy_Bliss=3.06, Synergy_Loewe=2.31, Synergy_HSA=1.83.